From a dataset of Forward reaction prediction with 1.9M reactions from USPTO patents (1976-2016). Predict the product of the given reaction. (1) Given the reactants C([O-])(O)=O.[Na+].[CH:6]([C:8]1[CH:13]=[CH:12][C:11](B(O)O)=[CH:10][CH:9]=1)=[O:7].Br[C:18]1[S:19][CH:20]=[CH:21][N:22]=1, predict the reaction product. The product is: [S:19]1[CH:20]=[CH:21][N:22]=[C:18]1[C:11]1[CH:12]=[CH:13][C:8]([CH:6]=[O:7])=[CH:9][CH:10]=1. (2) Given the reactants [OH:1][CH:2]([C:6]1[CH:16]=[CH:15][C:9]([C:10]([O:12][CH2:13][CH3:14])=[O:11])=[CH:8][CH:7]=1)[CH:3]([CH3:5])[CH3:4].C[N+]1([O-])CCOCC1, predict the reaction product. The product is: [C:2]([C:6]1[CH:7]=[CH:8][C:9]([C:10]([O:12][CH2:13][CH3:14])=[O:11])=[CH:15][CH:16]=1)(=[O:1])[CH:3]([CH3:4])[CH3:5]. (3) Given the reactants [C:1]([CH2:3][C:4]([OH:6])=O)#[N:2].C1C=NC2N(O)N=NC=2C=1.F[P-](F)(F)(F)(F)F.N1(OC(N(C)C)=[N+](C)C)C2N=CC=CC=2N=N1.C(N(C(C)C)CC)(C)C.[CH2:50]([N:52]([CH2:67][CH3:68])[CH2:53][CH2:54][O:55][C:56]1[CH:61]=[CH:60][C:59]([CH:62]([NH2:66])[CH2:63][CH2:64][CH3:65])=[CH:58][CH:57]=1)[CH3:51], predict the reaction product. The product is: [C:1]([CH2:3][C:4]([NH:66][CH:62]([C:59]1[CH:58]=[CH:57][C:56]([O:55][CH2:54][CH2:53][N:52]([CH2:67][CH3:68])[CH2:50][CH3:51])=[CH:61][CH:60]=1)[CH2:63][CH2:64][CH3:65])=[O:6])#[N:2]. (4) Given the reactants [C:1]([O:5][C:6]([N:8]1[CH2:12][CH2:11][CH2:10][C@H:9]1[C:13]1[NH:14][C:15]([CH2:38][CH2:39][C:40]([F:43])([F:42])[F:41])=[C:16]([C:33]([O:35][CH2:36][CH3:37])=[O:34])[CH:17]([C:24]2[CH:32]=[CH:31][C:27]([C:28]([OH:30])=[O:29])=[CH:26][CH:25]=2)[C:18]=1[C:19]([O:21][CH2:22][CH3:23])=[O:20])=[O:7])([CH3:4])([CH3:3])[CH3:2].O.[N+]([O-])([O-])=O.[NH4+].[Ce], predict the reaction product. The product is: [C:1]([O:5][C:6]([N:8]1[CH2:12][CH2:11][CH2:10][C@H:9]1[C:13]1[C:18]([C:19]([O:21][CH2:22][CH3:23])=[O:20])=[C:17]([C:24]2[CH:25]=[CH:26][C:27]([C:28]([OH:30])=[O:29])=[CH:31][CH:32]=2)[C:16]([C:33]([O:35][CH2:36][CH3:37])=[O:34])=[C:15]([CH2:38][CH2:39][C:40]([F:43])([F:42])[F:41])[N:14]=1)=[O:7])([CH3:3])([CH3:4])[CH3:2]. (5) Given the reactants C(N1C2C(=CC(S(N)(=O)=O)=CC=2)CC1)C.[C:16]1([S:22][CH2:23][C:24]([N:26]2[C:34]3[C:29](=[CH:30][C:31]([S:35]([NH2:38])(=[O:37])=[O:36])=[CH:32][CH:33]=3)[CH2:28][CH2:27]2)=O)[CH:21]=[CH:20][CH:19]=[CH:18][CH:17]=1, predict the reaction product. The product is: [C:16]1([S:22][CH2:23][CH2:24][N:26]2[C:34]3[C:29](=[CH:30][C:31]([S:35]([NH2:38])(=[O:37])=[O:36])=[CH:32][CH:33]=3)[CH2:28][CH2:27]2)[CH:21]=[CH:20][CH:19]=[CH:18][CH:17]=1. (6) Given the reactants Cl[C:2]1[CH:11]=[C:10]2[C:5]([CH:6]=[C:7]([C:13]3[CH:14]=[N:15][CH:16]=[C:17]([F:20])[C:18]=3[CH3:19])[N+:8]([O-:12])=[CH:9]2)=[CH:4][N:3]=1.[C:21](=[O:28])([O:23][C:24]([CH3:27])([CH3:26])[CH3:25])[NH2:22].C1(P(C2CCCCC2)C2C(OC)=CC=C(OC)C=2C2C(C(C)C)=CC(C(C)C)=CC=2C(C)C)CCCCC1.C(=O)([O-])[O-].[Cs+].[Cs+], predict the reaction product. The product is: [C:24]([O:23][C:21]([NH:22][C:2]1[CH:11]=[C:10]2[C:5]([CH:6]=[C:7]([C:13]3[CH:14]=[N:15][CH:16]=[C:17]([F:20])[C:18]=3[CH3:19])[N+:8]([O-:12])=[CH:9]2)=[CH:4][N:3]=1)=[O:28])([CH3:27])([CH3:26])[CH3:25]. (7) Given the reactants C([O:3][C:4]([C:6]1[N:7]([CH2:34][C:35]2[CH:40]=[CH:39][CH:38]=[C:37]([O:41][C:42]([F:45])([F:44])[F:43])[CH:36]=2)[C:8]2[C:13]([C:14]=1[C:15]1[CH:20]=[CH:19][CH:18]=[CH:17][CH:16]=1)=[CH:12][CH:11]=[C:10]([C:21]1[CH:26]=[CH:25][CH:24]=[C:23]([NH:27][C:28](=[O:33])[C:29]([CH3:32])([CH3:31])[CH3:30])[CH:22]=1)[CH:9]=2)=[O:5])C.[OH-].[K+], predict the reaction product. The product is: [CH3:30][C:29]([CH3:32])([CH3:31])[C:28]([NH:27][C:23]1[CH:22]=[C:21]([C:10]2[CH:9]=[C:8]3[C:13]([C:14]([C:15]4[CH:20]=[CH:19][CH:18]=[CH:17][CH:16]=4)=[C:6]([C:4]([OH:5])=[O:3])[N:7]3[CH2:34][C:35]3[CH:40]=[CH:39][CH:38]=[C:37]([O:41][C:42]([F:45])([F:43])[F:44])[CH:36]=3)=[CH:12][CH:11]=2)[CH:26]=[CH:25][CH:24]=1)=[O:33].